This data is from Catalyst prediction with 721,799 reactions and 888 catalyst types from USPTO. The task is: Predict which catalyst facilitates the given reaction. (1) Reactant: Cl.[CH:2]1([N:7]2[CH2:11][CH2:10][C@H:9]([NH2:12])[CH2:8]2)[CH2:6][CH2:5][CH2:4][CH2:3]1.C(N(CC)CC)C.[Br:20][C:21]1[CH:28]=[CH:27][C:24]([CH:25]=O)=[CH:23][CH:22]=1.[BH4-].[Na+]. Product: [Br:20][C:21]1[CH:28]=[CH:27][C:24]([CH2:25][NH:12][C@H:9]2[CH2:10][CH2:11][N:7]([CH:2]3[CH2:3][CH2:4][CH2:5][CH2:6]3)[CH2:8]2)=[CH:23][CH:22]=1. The catalyst class is: 5. (2) Reactant: [CH:1]1([CH:7]=[C:8]([CH:11]([O:14][CH3:15])[O:12][CH3:13])[C:9]#[N:10])[CH2:6][CH2:5][CH2:4][CH2:3][CH2:2]1.[H][H]. Product: [CH3:13][O:12][CH:11]([O:14][CH3:15])[CH:8]([C:9]#[N:10])[CH2:7][CH:1]1[CH2:6][CH2:5][CH2:4][CH2:3][CH2:2]1. The catalyst class is: 43. (3) Reactant: [CH3:1][N:2]1[C:10]([CH:11]=O)=[N:9][C:8]2[C:3]1=[N:4][C:5]([N:19]1[C:23]3[CH:24]=[CH:25][CH:26]=[CH:27][C:22]=3[N:21]=[C:20]1[CH3:28])=[N:6][C:7]=2[N:13]1[CH2:18][CH2:17][O:16][CH2:15][CH2:14]1.[CH3:29][S:30]([CH2:33][CH2:34][N:35]1[CH2:40][CH2:39][NH:38][CH2:37][C:36]1([CH3:42])[CH3:41])(=[O:32])=[O:31].C(O[BH-](OC(=O)C)OC(=O)C)(=O)C.[Na+]. Product: [CH3:41][C:36]1([CH3:42])[N:35]([CH2:34][CH2:33][S:30]([CH3:29])(=[O:31])=[O:32])[CH2:40][CH2:39][N:38]([CH2:11][C:10]2[N:2]([CH3:1])[C:3]3[C:8]([N:9]=2)=[C:7]([N:13]2[CH2:14][CH2:15][O:16][CH2:17][CH2:18]2)[N:6]=[C:5]([N:19]2[C:23]4[CH:24]=[CH:25][CH:26]=[CH:27][C:22]=4[N:21]=[C:20]2[CH3:28])[N:4]=3)[CH2:37]1. The catalyst class is: 26. (4) Reactant: C[O:2][C:3](=O)[CH2:4][CH2:5][CH2:6][N:7]1[C:15]2[N:14]=[C:13]([CH2:16][C:17]3[CH:22]=[CH:21][C:20]([NH:23][C:24](=[O:26])[CH3:25])=[CH:19][CH:18]=3)[NH:12][C:11]=2[C:10](=[O:27])[N:9]([CH2:28][C:29]2[CH:34]=[CH:33][CH:32]=[CH:31][C:30]=2[F:35])[C:8]1=[O:36].[BH4-].[Li+]. Product: [F:35][C:30]1[CH:31]=[CH:32][CH:33]=[CH:34][C:29]=1[CH2:28][N:9]1[C:10](=[O:27])[C:11]2[NH:12][C:13]([CH2:16][C:17]3[CH:18]=[CH:19][C:20]([NH:23][C:24](=[O:26])[CH3:25])=[CH:21][CH:22]=3)=[N:14][C:15]=2[N:7]([CH2:6][CH2:5][CH2:4][CH2:3][OH:2])[C:8]1=[O:36]. The catalyst class is: 7.